Dataset: TCR-epitope binding with 47,182 pairs between 192 epitopes and 23,139 TCRs. Task: Binary Classification. Given a T-cell receptor sequence (or CDR3 region) and an epitope sequence, predict whether binding occurs between them. (1) The epitope is HTTDPSFLGRY. The TCR CDR3 sequence is CASSLEDHSETQYF. Result: 1 (the TCR binds to the epitope). (2) The epitope is ATVVIGTSK. The TCR CDR3 sequence is CASNPAGQLETQYF. Result: 0 (the TCR does not bind to the epitope).